Predict the reaction yield, written as a fraction of the theoretical maximum amount of product (1.0 means a 100% yield; for example, 0.34 means a 34% yield). From a dataset of Reaction yield outcomes from USPTO patents with 853,638 reactions. (1) The product is [C:1]([C:5]1[CH:6]=[C:7]([NH:28][S:29]([CH3:32])(=[O:30])=[O:31])[C:8]([O:26][CH3:27])=[C:9]([NH:11][C:12]([C:14]2[S:18][C:17]3[C:19]([NH2:23])=[CH:20][CH:21]=[CH:22][C:16]=3[CH:15]=2)=[O:13])[CH:10]=1)([CH3:4])([CH3:2])[CH3:3]. The catalyst is CCOC(C)=O.[Pd]. The reactants are [C:1]([C:5]1[CH:6]=[C:7]([NH:28][S:29]([CH3:32])(=[O:31])=[O:30])[C:8]([O:26][CH3:27])=[C:9]([NH:11][C:12]([C:14]2[S:18][C:17]3[C:19]([N+:23]([O-])=O)=[CH:20][CH:21]=[CH:22][C:16]=3[CH:15]=2)=[O:13])[CH:10]=1)([CH3:4])([CH3:3])[CH3:2]. The yield is 0.930. (2) The product is [F:1][C:2]1[C:3]([CH2:8][OH:9])=[N:4][N:5]([CH3:7])[CH:6]=1. The yield is 0.550. The catalyst is C1COCC1. The reactants are [F:1][C:2]1[C:3]([C:8](O)=[O:9])=[N:4][N:5]([CH3:7])[CH:6]=1.C(N(CC)CC)C.C(OC(Cl)=O)C(C)C.[BH4-].[Na+].